From a dataset of Reaction yield outcomes from USPTO patents with 853,638 reactions. Predict the reaction yield, written as a fraction of the theoretical maximum amount of product (1.0 means a 100% yield; for example, 0.34 means a 34% yield). (1) The catalyst is ClCCl. The product is [Cl:1][C:2]1[C:11]([CH:12]=[O:13])=[CH:10][C:9]2[C:4](=[CH:5][CH:6]=[C:7]([OH:14])[CH:8]=2)[N:3]=1. The reactants are [Cl:1][C:2]1[C:11]([CH:12]=[O:13])=[CH:10][C:9]2[C:4](=[CH:5][CH:6]=[C:7]([O:14]C)[CH:8]=2)[N:3]=1.B(Br)(Br)Br.C(=O)(O)[O-].[Na+]. The yield is 0.610. (2) The reactants are Br[C:2](Br)=[CH:3][C:4]1[C:5]([O:21][CH3:22])=[CH:6][C:7]([O:19][CH3:20])=[C:8]([C:10]2[S:14][C:13]3[CH:15]=[CH:16][CH:17]=[CH:18][C:12]=3[CH:11]=2)[CH:9]=1.CN(C=[O:28])C.[NH:29]1[CH2:34][CH2:33][CH2:32][CH2:31][CH2:30]1. The catalyst is CCOC(C)=O.O. The product is [S:14]1[C:10]([C:8]2[C:7]([O:19][CH3:20])=[CH:6][C:5]([O:21][CH3:22])=[C:4]([CH2:3][C:2]([N:29]3[CH2:34][CH2:33][CH2:32][CH2:31][CH2:30]3)=[O:28])[CH:9]=2)=[CH:11][C:12]2[CH:18]=[CH:17][CH:16]=[CH:15][C:13]1=2. The yield is 0.540. (3) The reactants are [CH3:1][CH:2]([O:4][C@H:5]1[CH2:10][CH2:9][C@H:8]([N:11]2[CH2:16][CH2:15][CH:14]([NH:17]C(=O)OC(C)(C)C)[CH2:13][CH2:12]2)[CH2:7][CH2:6]1)[CH3:3].[ClH:25].O1CCOCC1. The catalyst is ClCCl. The product is [ClH:25].[ClH:25].[CH3:3][CH:2]([O:4][C@H:5]1[CH2:6][CH2:7][C@H:8]([N:11]2[CH2:12][CH2:13][CH:14]([NH2:17])[CH2:15][CH2:16]2)[CH2:9][CH2:10]1)[CH3:1]. The yield is 0.930. (4) The catalyst is C1COCC1. The product is [NH2:36][C:31]1[N:32]=[C:33]([CH3:35])[N:34]=[C:29]([C:15]2[CH:14]=[C:13]([C:10]([CH3:12])([CH3:11])[CH2:9][OH:8])[CH:18]=[N:17][C:16]=2[NH:19][C:20]2[CH:21]=[N:22][C:23]([O:27][CH3:28])=[C:24]([F:26])[CH:25]=2)[N:30]=1. The reactants are [Si]([O:8][CH2:9][C:10]([C:13]1[CH:14]=[C:15]([C:29]2[N:34]=[C:33]([CH3:35])[N:32]=[C:31]([NH2:36])[N:30]=2)[C:16]([NH:19][C:20]2[CH:21]=[N:22][C:23]([O:27][CH3:28])=[C:24]([F:26])[CH:25]=2)=[N:17][CH:18]=1)([CH3:12])[CH3:11])(C(C)(C)C)(C)C. The yield is 0.637. (5) The product is [OH:12][C:13]1[C:6]2[C:7](=[C:2]([CH3:1])[N:3]=[C:4]([CH3:9])[CH:5]=2)[N:8]=[CH:20][C:14]=1[C:15]([O:17][CH2:18][CH3:19])=[O:16]. The reactants are [CH3:1][C:2]1[C:7]([NH2:8])=[CH:6][CH:5]=[C:4]([CH3:9])[N:3]=1.C([O:12][CH:13]=[C:14]([C:20](OCC)=O)[C:15]([O:17][CH2:18][CH3:19])=[O:16])C. The catalyst is C1(C)C(C)=CC=CC=1. The yield is 0.300. (6) The reactants are O[O:2][S:3]([O-:5])=O.[K+].C(S[C:10]1[CH:15]=[CH:14][C:13]([OH:16])=[CH:12][CH:11]=1)C.[CH2:17](O)[CH3:18]. The catalyst is O. The product is [CH2:17]([S:3]([C:10]1[CH:15]=[CH:14][C:13]([OH:16])=[CH:12][CH:11]=1)(=[O:5])=[O:2])[CH3:18]. The yield is 0.960. (7) The reactants are [CH3:1][C:2]1[C:10]2[C:5](=[CH:6][N:7]=[CH:8][CH:9]=2)[S:4][C:3]=1[C:11](OCC)=[O:12].[Cl-].[Ca+2].[Cl-].[BH4-].[Na+].[Cl-].[NH4+]. The catalyst is O1CCCC1.[O-2].[O-2].[Mn+4].C(O)C. The product is [CH3:1][C:2]1[C:10]2[C:5](=[CH:6][N:7]=[CH:8][CH:9]=2)[S:4][C:3]=1[CH:11]=[O:12]. The yield is 0.870.